From a dataset of Drug-target binding data from BindingDB using Ki measurements. Regression. Given a target protein amino acid sequence and a drug SMILES string, predict the binding affinity score between them. We predict pKi (pKi = -log10(Ki in M); higher means stronger inhibition). Dataset: bindingdb_ki. (1) The small molecule is COc1cc(-c2ccc([C@H]3C[C@@H]3N)cn2)cc(C(F)(F)F)c1. The target protein (P21397) has sequence MENQEKASIAGHMFDVVVIGGGISGLSAAKLLTEYGVSVLVLEARDRVGGRTYTIRNEHVDYVDVGGAYVGPTQNRILRLSKELGIETYKVNVSERLVQYVKGKTYPFRGAFPPVWNPIAYLDYNNLWRTIDNMGKEIPTDAPWEAQHADKWDKMTMKELIDKICWTKTARRFAYLFVNINVTSEPHEVSALWFLWYVKQCGGTTRIFSVTNGGQERKFVGGSGQVSERIMDLLGDQVKLNHPVTHVDQSSDNIIIETLNHEHYECKYVINAIPPTLTAKIHFRPELPAERNQLIQRLPMGAVIKCMMYYKEAFWKKKDYCGCMIIEDEDAPISITLDDTKPDGSLPAIMGFILARKADRLAKLHKEIRKKKICELYAKVLGSQEALHPVHYEEKNWCEEQYSGGCYTAYFPPGIMTQYGRVIRQPVGRIFFAGTETATKWSGYMEGAVEAGERAAREVLNGLGKVTEKDIWVQEPESKDVPAVEITHTFWERNLPSVSG.... The pKi is 6.0. (2) The small molecule is O=c1n(CCCCN2CCN(c3cccc(C(F)(F)F)c3)CC2)c(O)c2n1CCC2. The target protein (P43140) has sequence MVLLSENASEGSNCTHPPAPVNISKAILLGVILGGLIIFGVLGNILVILSVACHRHLHSVTHYYIVNLAVADLLLTSTVLPFSAIFEILGYWAFGRVFCNIWAAVDVLCCTASIMGLCIISIDRYIGVSYPLRYPTIVTQRRGVRALLCVWVLSLVISIGPLFGWRQPAPEDETICQINEEPGYVLFSALGSFYVPLAIILVMYCRVYVVAKRESRGLKSGLKTDKSDSEQVTLRIHRKNVPAEGGGVSSAKNKTHFSVRLLKFSREKKAAKTLGIVVGCFVLCWLPFFLVMPIGSFFPDFKPSETVFKIVFWLGYLNSCINPIIYPCSSQEFKKAFQNVLRIQCLRRRQSSKHALGYTLHPPSQALEGQHRDMVRIPVGSGETFYKISKTDGVCEWKFFSSMPQGSARITVPKDQSACTTARVRSKSFLQVCCCVGSSAPRPEENHQVPTIKIHTISLGENGEEV. The pKi is 7.2. (3) The drug is CC(C)=CCN1CC[C@@]2(C)c3cc(O)ccc3CC1[C@H]2C. The target protein (P32352) has sequence MKFFPLLLLIGVVGYIMNVLFTTWLPTNYMFDPKTLNEICNSVISKHNAAEGLSTEDLLQDVRDALASHYGDEYINRYVKEEWVFNNAGGAMGQMIILHASVSEYLILFGTAVGTEGHTGVHFADDYFTILHGTQIAALPYATEAEVYTPGMTHHLKKGYAKQYSMPGGSFALELAQGWIPCMLPFGFLDTFSSTLDLYTLYRTVYLTARDMGKNLLQNKKF. The pKi is 6.0. (4) The drug is O=C(CCCN1CCC2(CC1)C(=O)NCN2c1ccccc1)c1ccc(F)cc1. The target protein sequence is MVNLRKAVHSFLVHLIGLLVWQCDISVSPVAAIVTDIFNTSDGGRFKFPDGVQNWPALSIVIIIILTIGGNILVIMAVSLEKKLHNATNYFLMSLAIADMLVGLLVMPLSLLAILYDYVWPLPRYLCPVWISLDVLFSTASIMHLCAISLDRYVAVRGPVEHSRFNSRTKAIMKIAIVWAISLGVSVPIPVIGLRDEDKVFVNNTTCVLNDPNFVLIGSFVAFFIPLTIMVITYCLTIHVLRRQALMLLRGHTEEPPGISLDFLKCCKRNTDEESAANPNQDLNPRRRKKKERRPRGTMQAINNERKASKVLGIVFFVFLIMWCPFFITNILSVLCGKACNQKLMEKLLNVFVWIGYVCSGINPLVYTLFNKVYRRAFSNYLRCNYKADKKPPIRQIPRVAATALSGRELNVNIYRHTNEPVIKKADDNEPGIEMQVENLELPVNPSNVVSERISSV. The pKi is 6.0. (5) The drug is CCc1ccc2[nH]c(=O)c(CN(CCO)C(=S)Nc3ccccc3C(=O)OC)cc2c1. The target protein sequence is MLYPLLTKTRNTYDLGGIWNFKLGEHNPNELLPSDEVMVIPTSFNDLMVSKEKRDYIGDFWYEKVIEVPKVSEGEEMVLRFGSVTHQAKIYVDGILVGEHKGGFTPFEVLVPECKYNNEKIKVSICANNVLDYTTLPVGNYSEIIQEDGSIKKKVRENFDFFNYAGVHRPLKLMIRPKNHISDITITSRLSDDLQSADLHFLVETNQKVDEVRISVFDEDNKLVGETKDSRLFLSDVHLWEVLNAYLYTARVEIFVDNQLQDVYEENFGLREIEVTNGQFLLNRKPIYFKGFGKHEDTFINGRGLNEAANLMDLNLLKDIGANSFRTSHYPYSEEMMRLADRMGVLVIDEVPAVGLFQNFNASLDLSPKDNGTWSLMQTKAAHEQAIQELVKRDKNHPSVVMWVVANEPASHEAGAHDYFEPLVKLYKDLDPQKRPVTLVNILMATPDRDQVMDLVDVVCLNRYYGWYVDHGDLTNAEVGLRKELLEWQDKFPDKPIIIT.... The pKi is 4.4. (6) The compound is Cc1cccc(C)c1-c1cccc(COc2ccc3c(c2)CCCC3CC(=O)O)c1. The target protein (Q8K3T4) has sequence MDLPPQLSFALYVSAFALGFPLNLLAIRGAVSHAKLRLTPSLVYTLHLACSDLLLAITLPLKAVEALASGVWPLPLPFCPVFALAHFAPLYAGGGFLAALSAGRYLGAAFPFGYQAIRRPCYSWGVCVAIWALVLCHLGLALGLEAPRGWVDNTTSSLGINIPVNGSPVCLEAWDPDSARPARLSFSILLFFLPLVITAFCYVGCLRALVHSGLSHKRKLRAAWVAGGALLTLLLCLGPYNASNVASFINPDLEGSWRKLGLITGAWSVVLNPLVTGYLGTGPGQGTICVTRTPRGTIQK. The pKi is 5.4. (7) The pKi is 5.3. The drug is CCCCCCCCCCCCCCC[C@@H](O)[C@@H](N)CP(=O)(O)O. The target protein (Q8CHN6) has sequence MPSTDLLKLKDFEPYLEILEAYSTKAKNYVNGYCTKYEPWQLIAGSVLCTLLVVWVYELIFQPESLWSRFKNKLFRLIRKMPFIGRKIQQQLTKAKKDLVKNMPFLKLDKDYVKTLPAQGLSTAEVLERLKEYSSMDVFWQEGKASGAVYSGEPKLTELLVQAYGEFTWSNPLHPDIFPGLRKLEAEIVRMTCSLFNGGPDSCGCVTSGGTESILMACKAYRDLALEKGIKTPEIVAPESAHAAFDKAAHYFGMKIVRVAQKKNMEVDVRAMKRAISRNTAMLVCSAPQFPHGVIDPIPEVAKLAVKYKIPFHVDACLGGFLIVFMEKAGYPLEKPFDFRVKGVTSISADTHKYGYAPKGSSVVMYSNEKYRKYQFFVDADWQGGIYASPSIAGSRPGGIIAACWAALMHFGENGYVEATKQIIKTARFLKSELENIKNIFILGDPQLSVIALGSNDFDIYRLSNMMSAKGWNFNYLQFPRSIHFCITLVHTRKRVAIQF....